From a dataset of Full USPTO retrosynthesis dataset with 1.9M reactions from patents (1976-2016). Predict the reactants needed to synthesize the given product. (1) Given the product [Cl:18][C:17]1[C:16]([O:19][CH3:20])=[CH:15][C:14]([O:21][CH3:22])=[C:13]([Cl:23])[C:12]=1[C:10]1[C:9](=[O:24])[N:8]([CH2:25][CH2:26][O:27][CH:28]2[CH2:29][N:30]([C:32]([O:34][C:35]([CH3:38])([CH3:37])[CH3:36])=[O:33])[CH2:31]2)[C:6]2[N:7]=[C:2]([NH:1][C:39]([O:40][CH3:41])=[O:42])[N:3]=[CH:4][C:5]=2[CH:11]=1, predict the reactants needed to synthesize it. The reactants are: [NH2:1][C:2]1[N:3]=[CH:4][C:5]2[CH:11]=[C:10]([C:12]3[C:17]([Cl:18])=[C:16]([O:19][CH3:20])[CH:15]=[C:14]([O:21][CH3:22])[C:13]=3[Cl:23])[C:9](=[O:24])[N:8]([CH2:25][CH2:26][O:27][CH:28]3[CH2:31][N:30]([C:32]([O:34][C:35]([CH3:38])([CH3:37])[CH3:36])=[O:33])[CH2:29]3)[C:6]=2[N:7]=1.[C:39](=O)([O:42]C)[O:40][CH3:41].C(O[K])(C)(C)C. (2) Given the product [NH2:1][C:28]1([C:6]#[N:3])[CH:23]2[CH2:24][CH2:25][CH:26]1[CH2:27][C:20]1[CH:19]=[CH:18][C:17]([O:16][CH2:9][C:10]3[CH:15]=[CH:14][CH:13]=[CH:12][CH:11]=3)=[CH:30][C:21]=1[CH2:22]2, predict the reactants needed to synthesize it. The reactants are: [NH3:1].[OH-].[NH4+:3].[Cl-].[NH4+].[C-:6]#N.[Na+].[CH2:9]([O:16][C:17]1[CH:18]=[CH:19][C:20]2[CH2:27][CH:26]3[C:28](=O)[CH:23]([CH2:24][CH2:25]3)[CH2:22][C:21]=2[CH:30]=1)[C:10]1[CH:15]=[CH:14][CH:13]=[CH:12][CH:11]=1. (3) Given the product [CH:1]1[C:10]2[C:5](=[CH:6][C:7]([CH2:11][NH:12][C:20]3[CH:25]=[C:24]([CH3:26])[CH:23]=[C:22]([CH3:27])[N:21]=3)=[CH:8][CH:9]=2)[CH:4]=[CH:3][C:2]=1[CH2:28][NH:29][C:37]1[CH:42]=[C:41]([CH3:43])[CH:40]=[C:39]([CH3:44])[N:38]=1, predict the reactants needed to synthesize it. The reactants are: [CH:1]1[C:10]2[C:5](=[CH:6][C:7]([CH2:11][N:12]([C:20]3[CH:25]=[C:24]([CH3:26])[CH:23]=[C:22]([CH3:27])[N:21]=3)C(=O)OC(C)(C)C)=[CH:8][CH:9]=2)[CH:4]=[CH:3][C:2]=1[CH2:28][N:29]([C:37]1[CH:42]=[C:41]([CH3:43])[CH:40]=[C:39]([CH3:44])[N:38]=1)C(=O)OC(C)(C)C.FC(F)(F)C(O)=O. (4) Given the product [Br:1][C:2]1[CH:3]=[C:4]([CH:8]=[C:9]([I:12])[C:10]=1[CH3:11])[C:5]([OH:7])=[O:6], predict the reactants needed to synthesize it. The reactants are: [Br:1][C:2]1[CH:3]=[C:4]([CH:8]=[CH:9][C:10]=1[CH3:11])[C:5]([OH:7])=[O:6].[I:12]N1C(=O)CCC1=O.